From a dataset of Peptide-MHC class II binding affinity with 134,281 pairs from IEDB. Regression. Given a peptide amino acid sequence and an MHC pseudo amino acid sequence, predict their binding affinity value. This is MHC class II binding data. The peptide sequence is AFKVAATAANAMPAN. The MHC is HLA-DPA10103-DPB10301 with pseudo-sequence HLA-DPA10103-DPB10301. The binding affinity (normalized) is 0.559.